Dataset: Peptide-MHC class II binding affinity with 134,281 pairs from IEDB. Task: Regression. Given a peptide amino acid sequence and an MHC pseudo amino acid sequence, predict their binding affinity value. This is MHC class II binding data. (1) The peptide sequence is AFKVAATIANAAPAN. The MHC is DRB1_0901 with pseudo-sequence DRB1_0901. The binding affinity (normalized) is 0.800. (2) The peptide sequence is CKYGSLKPNCGNKVV. The MHC is DRB3_0101 with pseudo-sequence DRB3_0101. The binding affinity (normalized) is 0.290. (3) The peptide sequence is GELQIVDKIDAAFII. The MHC is DRB1_1501 with pseudo-sequence DRB1_1501. The binding affinity (normalized) is 0.507. (4) The peptide sequence is GRYNCKCCWFADKNL. The MHC is H-2-IAb with pseudo-sequence H-2-IAb. The binding affinity (normalized) is 0.109. (5) The peptide sequence is ALAQSRYWQIGSMYQGL. The MHC is DRB1_0101 with pseudo-sequence DRB1_0101. The binding affinity (normalized) is 0.0309. (6) The peptide sequence is PDPTKLILQLLKDFL. The MHC is DRB3_0202 with pseudo-sequence DRB3_0202. The binding affinity (normalized) is 0.151.